This data is from Experimentally validated miRNA-target interactions with 360,000+ pairs, plus equal number of negative samples. The task is: Binary Classification. Given a miRNA mature sequence and a target amino acid sequence, predict their likelihood of interaction. (1) The miRNA is hsa-miR-4786-5p with sequence UGAGACCAGGACUGGAUGCACC. The protein sequence of the target gene is MYRALYAFRSAEPNALAFAAGETFLVLERSSAHWWLAARARSGETGYVPPAYLRRLQGLEQDVLQAIDRAIEAVHNTAMRDGGKYSLEQRGVLQKLIHHRKETLSRRGPSASSVAVMTSSTSDHHLDAAAARQPNGVCRAGFERQHSLPSSEHLGADGGLYQIPLPSSQIPPQPRRAAPTTPPPPVKRRDREALMASGSGGHNTMPSGGNSVSSGSSVSSTSLDTLYTSSSPSEPGSSCSPTPPPVPRRGTHTTVSQVQPPPSKASAPEPPAEEEVATGTTSASDDLEALGTLSLGTTEE.... Result: 1 (interaction). (2) The miRNA is hsa-miR-519e-3p with sequence AAGUGCCUCCUUUUAGAGUGUU. The protein sequence of the target gene is MNLRLCVQALLLLWLSLTAVCGGSLMPLPDGNGLEDGNVRHLVQPRGSRNGPGPWQGGRRKFRRQRPRLSHKGPMPF. Result: 1 (interaction). (3) The miRNA is hsa-miR-369-3p with sequence AAUAAUACAUGGUUGAUCUUU. The protein sequence of the target gene is MPRGQKSKLRAREKRQRTRGQTQDLKVGQPTAAEKEESPSSSSSVLRDTASSSLAFGIPQEPQREPPTTSAAAAMSCTGSDKGDESQDEENASSSQASTSTERSLKDSLTRKTKMLVQFLLYKYKMKEPTTKAEMLKIISKKYKEHFPEIFRKVSQRTELVFGLALKEVNPTTHSYILVSMLGPNDGNQSSAWTLPRNGLLMPLLSVIFLNGNCAREEEIWEFLNMLGIYDGKRHLIFGEPRKLITQDLVQEKYLEYQQVPNSDPPRYQFLWGPRAHAETSKMKVLEFLAKVNDTTPNNF.... Result: 0 (no interaction). (4) The miRNA is cel-miR-55-3p with sequence UACCCGUAUAAGUUUCUGCUGAG. The protein sequence of the target gene is MAEGPEEARGHPPGQDDGGGDHEPVPSLRGPPTTAVPCPRDDPQAEPQAPGRPTAPGLAAAAAADKLEPPRELRKRGEAASGSGAELQEQAGCEAPEAAAPRERPARLSAREYSRQVHEWLWQSYCGYLTWHSGLAAFPAYCSPQPSPQSFPSGGAAVPQAAAPPPPQLGYYNPFYFLSPGAAGPDPRTAAGISTPAPVAGLGPRAPHVQASVRATPVTRVGSAAPSRSPSETGRQAGREYVIPSLAHRFMAEMVDFFILFFIKATIVLSIMHLSGIKDISKFAMHYIIEEIDEDTSMED.... Result: 0 (no interaction). (5) The miRNA is rno-miR-22-5p with sequence AGUUCUUCAGUGGCAAGCUUUA. Result: 0 (no interaction). The protein sequence of the target gene is MPRKGTQPSTARRREEGPPPPSPDGASSDAEPEPPSGRTESPATAAETASEELDNRSLEEILNSIPPPPPPAMTNEAGAPRLMITHIVNQNFKSYAGEKILGPFHKRFSCIIGPNGSGKSNVIDSMLFVFGYRAQKIRSKKLSVLIHNSDEHKDIQSCTVEVHFQKIIDKEGDDYEVIPNSNFYVSRTACRDNTSVYHISGKKKTFKDVGNLLRSHGIDLDHNRFLILQGEVEQIAMMKPKGQTEHDEGMLEYLEDIIGCGRLNEPIKVLCRRVEILNEHRGEKLNRVKMVEKEKDALEG.... (6) The miRNA is hsa-miR-4691-3p with sequence CCAGCCACGGACUGAGAGUGCAU. Result: 0 (no interaction). The protein sequence of the target gene is MSCQQSQQQCQPPPKCTPKCPPKCPTPKCPPKCPPKCPPVSSCCSVSSGGCCGSSSGGSCGSSSGGCCSSGGGGCCLSHHRHHRSHRHRPQSSDCCSQPSGGSSCCGGGSGQHSGGCC. (7) The protein sequence of the target gene is MAAAPALKHWRTTLERVEKFVSPLYFTDCNLRGRLFGASCPVAVLSSFLTPERLPYQEAVQRDFRPAQVGDSFGPTWWTCWFRVELTIPEAWVGQEVHLCWESDGEGLVWRDGEPVQGLTKEGEKTSYVLTDRLGERDPRSLTLYVEVACNGLLGAGKGSMIAAPDPEKMFQLSRAELAVFHRDVHMLLVDLELLLGIAKGLGKDNQRSFQALYTANQMVNVCDPAQPETFPVAQALASRFFGQHGGESQHTIHATGHCHIDTAWLWPFKETVRKCARSWVTALQLMERNPEFIFACSQA.... Result: 0 (no interaction). The miRNA is hsa-miR-3909 with sequence UGUCCUCUAGGGCCUGCAGUCU.